Dataset: Catalyst prediction with 721,799 reactions and 888 catalyst types from USPTO. Task: Predict which catalyst facilitates the given reaction. (1) Reactant: [BH4-].[Na+].CO.[Cl:5][C:6]1[C:24]([Cl:25])=[CH:23][C:9]2[N:10]([CH2:18][C:19](=[O:22])[CH2:20][CH3:21])[C:11]([CH2:13][C:14]([F:17])([F:16])[F:15])=[N:12][C:8]=2[CH:7]=1. Product: [Cl:5][C:6]1[C:24]([Cl:25])=[CH:23][C:9]2[N:10]([CH2:18][CH:19]([OH:22])[CH2:20][CH3:21])[C:11]([CH2:13][C:14]([F:15])([F:16])[F:17])=[N:12][C:8]=2[CH:7]=1. The catalyst class is: 6. (2) Reactant: Br[C:2]1[C:7]([F:8])=[C:6]([N+:9]([O-:11])=[O:10])[CH:5]=[CH:4][C:3]=1[F:12].[CH2:13](C([SnH3])=C(CCCC)CCCC)[CH2:14]CC. Product: [F:12][C:3]1[CH:4]=[CH:5][C:6]([N+:9]([O-:11])=[O:10])=[C:7]([F:8])[C:2]=1[CH:13]=[CH2:14]. The catalyst class is: 77. (3) Reactant: [Br:1][C:2]1[CH:7]=[C:6]([Cl:8])[CH:5]=[CH:4][C:3]=1[C@@H:9]([NH:12][C:13](=[O:19])[O:14][C:15]([CH3:18])([CH3:17])[CH3:16])[CH:10]=[O:11].[Cl:20][C:21]1[CH:22]=[C:23]([Mg]Br)[CH:24]=[CH:25][CH:26]=1. Product: [Br:1][C:2]1[CH:7]=[C:6]([Cl:8])[CH:5]=[CH:4][C:3]=1[C@@H:9]([NH:12][C:13](=[O:19])[O:14][C:15]([CH3:16])([CH3:18])[CH3:17])[C@@H:10]([C:25]1[CH:24]=[CH:23][CH:22]=[C:21]([Cl:20])[CH:26]=1)[OH:11]. The catalyst class is: 1. (4) Reactant: IN1C(=O)CCC1=O.[CH3:9][N:10]1[C:14]([C:15](=O)[CH2:16][C:17]([O:19][CH3:20])=[O:18])=[N:13][CH:12]=[N:11]1.[NH2:22][C:23]([NH2:25])=[S:24]. Product: [NH2:25][C:23]1[S:24][C:16]([C:17]([O:19][CH3:20])=[O:18])=[C:15]([C:14]2[N:10]([CH3:9])[N:11]=[CH:12][N:13]=2)[N:22]=1. The catalyst class is: 25. (5) Product: [CH2:1]([C:3]1[C:8]2[C:9](=[O:14])[C:10]([CH3:13])([CH3:12])[O:11][C:7]=2[C:6]([CH3:15])=[C:5]([CH3:16])[C:4]=1[N:17]1[CH2:22][CH2:21][N:20]([C:23]2[CH:24]=[CH:25][C:26]([O:29][CH3:30])=[CH:27][CH:28]=2)[CH2:19][CH2:18]1)[CH3:2]. Reactant: [CH:1]([C:3]1[C:8]2[C:9](=[O:14])[C:10]([CH3:13])([CH3:12])[O:11][C:7]=2[C:6]([CH3:15])=[C:5]([CH3:16])[C:4]=1[N:17]1[CH2:22][CH2:21][N:20]([C:23]2[CH:28]=[CH:27][C:26]([O:29][CH3:30])=[CH:25][CH:24]=2)[CH2:19][CH2:18]1)=[CH2:2]. The catalyst class is: 349. (6) Reactant: Cl[CH2:2][C:3]([O:5][C:6]([CH3:9])([CH3:8])[CH3:7])=[O:4].[CH3:10][C:11]1[CH:18]=[CH:17][CH:16]=[CH:15][C:12]=1[CH2:13][NH2:14].CCN(CC)CC. Product: [C:6]([O:5][C:3](=[O:4])[CH2:2][NH:14][CH2:13][C:12]1[CH:15]=[CH:16][CH:17]=[CH:18][C:11]=1[CH3:10])([CH3:9])([CH3:8])[CH3:7]. The catalyst class is: 2. (7) Reactant: [C:1]([O:4][C@H:5]1[C@@H:18]([O:19][C:20](=[O:22])[CH3:21])[C@H:17]([O:23][C:24](=[O:26])[CH3:25])[C@@H:16]([CH2:27][O:28][C:29](=[O:31])[CH3:30])[O:15][C@@H:6]1[O:7][C:8]1[CH:13]=[CH:12][C:11](I)=[CH:10][CH:9]=1)(=[O:3])[CH3:2].C([O-])([O-])=O.[Cs+].[Cs+].CC(C1C=C(C(C)C)C(C2C=CC=CC=2P(C2CCCCC2)C2CCCCC2)=C(C(C)C)C=1)C.[NH:72]1[C:80]2[C:75](=[CH:76][CH:77]=[CH:78][CH:79]=2)[CH2:74][CH2:73]1. The catalyst class is: 101. Product: [C:1]([O:4][C@H:5]1[C@@H:18]([O:19][C:20](=[O:22])[CH3:21])[C@H:17]([O:23][C:24](=[O:26])[CH3:25])[C@@H:16]([CH2:27][O:28][C:29](=[O:31])[CH3:30])[O:15][C@@H:6]1[O:7][C:8]1[CH:13]=[CH:12][C:11]([N:72]2[C:80]3[C:75](=[CH:76][CH:77]=[CH:78][CH:79]=3)[CH2:74][CH2:73]2)=[CH:10][CH:9]=1)(=[O:3])[CH3:2].